Task: Predict which catalyst facilitates the given reaction.. Dataset: Catalyst prediction with 721,799 reactions and 888 catalyst types from USPTO Product: [Cl:1][C:2]1[CH:3]=[C:4]([C@@H:8]2[C:9]3[CH:25]=[N:23][NH:27][C:10]=3[CH2:11][CH2:12]2)[CH:5]=[CH:6][CH:7]=1. Reactant: [Cl:1][C:2]1[CH:3]=[C:4]([C@H:8]2[CH2:12][CH2:11][C:10](=O)[CH2:9]2)[CH:5]=[CH:6][CH:7]=1.C(OC([N:23]([CH3:25])C)N(C)C)(C)(C)C.O.[NH2:27]N. The catalyst class is: 32.